This data is from Reaction yield outcomes from USPTO patents with 853,638 reactions. The task is: Predict the reaction yield, written as a fraction of the theoretical maximum amount of product (1.0 means a 100% yield; for example, 0.34 means a 34% yield). (1) The reactants are C[Si]([C:5]#[N:6])(C)C.Cl.[CH3:8][S:9]([C:12]1[CH:17]=[CH:16][C:15]([NH2:18])=[CH:14][CH:13]=1)(=[O:11])=[O:10].[C:19]1(=O)[CH2:22][CH2:21][CH2:20]1.S([O-])([O-])(=O)=O.[Na+].[Na+]. The catalyst is CN(C=O)C. The product is [CH3:8][S:9]([C:12]1[CH:17]=[CH:16][C:15]([NH:18][C:19]2([C:5]#[N:6])[CH2:22][CH2:21][CH2:20]2)=[CH:14][CH:13]=1)(=[O:10])=[O:11]. The yield is 0.220. (2) The reactants are [CH3:1][N:2]1[CH2:7][CH2:6][CH2:5][N:4]([CH2:8][C:9]([O:11]C(C)(C)C)=[O:10])[C:3]1=[O:16].C(O)(C(F)(F)F)=O. The catalyst is ClCCl. The product is [CH3:1][N:2]1[CH2:7][CH2:6][CH2:5][N:4]([CH2:8][C:9]([OH:11])=[O:10])[C:3]1=[O:16]. The yield is 0.990.